Dataset: NCI-60 drug combinations with 297,098 pairs across 59 cell lines. Task: Regression. Given two drug SMILES strings and cell line genomic features, predict the synergy score measuring deviation from expected non-interaction effect. Drug 1: CC1=C(C=C(C=C1)NC2=NC=CC(=N2)N(C)C3=CC4=NN(C(=C4C=C3)C)C)S(=O)(=O)N.Cl. Drug 2: CC1=C(C=C(C=C1)C(=O)NC2=CC(=CC(=C2)C(F)(F)F)N3C=C(N=C3)C)NC4=NC=CC(=N4)C5=CN=CC=C5. Cell line: ACHN. Synergy scores: CSS=20.4, Synergy_ZIP=0.456, Synergy_Bliss=9.67, Synergy_Loewe=8.45, Synergy_HSA=8.69.